This data is from Reaction yield outcomes from USPTO patents with 853,638 reactions. The task is: Predict the reaction yield, written as a fraction of the theoretical maximum amount of product (1.0 means a 100% yield; for example, 0.34 means a 34% yield). The reactants are [Br:1][C:2]1[CH:7]=[CH:6][C:5]([F:8])=[CH:4][C:3]=1[C:9]1[NH:13][N:12]=[N:11][N:10]=1.CI.[C:16](=O)([O-])[O-].[K+].[K+]. The catalyst is CN(C=O)C. The product is [Br:1][C:2]1[CH:7]=[CH:6][C:5]([F:8])=[CH:4][C:3]=1[C:9]1[N:10]=[N:11][N:12]([CH3:16])[N:13]=1. The yield is 0.610.